From a dataset of Forward reaction prediction with 1.9M reactions from USPTO patents (1976-2016). Predict the product of the given reaction. (1) Given the reactants [O:1]1[CH2:5][CH2:4][O:3][CH:2]1[CH2:6][CH2:7][CH2:8][C:9]1[CH:14]=[CH:13][C:12]([O:15][CH:16]([CH3:18])[CH3:17])=[CH:11][C:10]=1[OH:19].[H-].[Na+].Cl[C:23]1[C:28]([Cl:29])=[CH:27][C:26]([C:30]([F:33])([F:32])[F:31])=[CH:25][N:24]=1.[Cl-].[NH4+], predict the reaction product. The product is: [Cl:29][C:28]1[C:23]([O:19][C:10]2[CH:11]=[C:12]([O:15][CH:16]([CH3:17])[CH3:18])[CH:13]=[CH:14][C:9]=2[CH2:8][CH2:7][CH2:6][CH:2]2[O:3][CH2:4][CH2:5][O:1]2)=[N:24][CH:25]=[C:26]([C:30]([F:32])([F:31])[F:33])[CH:27]=1. (2) Given the reactants [CH2:1]([O:8][C:9](=[O:26])[NH:10][C@@H:11]([CH3:25])[CH:12]([O:17][Si:18]([C:21]([CH3:24])([CH3:23])[CH3:22])([CH3:20])[CH3:19])[CH2:13][CH2:14][CH2:15]O)[C:2]1[CH:7]=[CH:6][CH:5]=[CH:4][CH:3]=1.C(N(CC)CC)C.CS(Cl)(=O)=O.O, predict the reaction product. The product is: [Si:18]([O:17][CH:12]1[CH2:13][CH2:14][CH2:15][N:10]([C:9]([O:8][CH2:1][C:2]2[CH:7]=[CH:6][CH:5]=[CH:4][CH:3]=2)=[O:26])[C@H:11]1[CH3:25])([C:21]([CH3:23])([CH3:22])[CH3:24])([CH3:19])[CH3:20]. (3) The product is: [CH2:9]([O:8][C:6]([C@@H:4]1[CH2:5][C@H:3]1[CH2:1][N:11]1[CH2:16][CH2:15][CH2:14][CH2:13][CH2:12]1)=[O:7])[CH3:10]. Given the reactants [CH:1]([CH:3]1[CH2:5][CH:4]1[C:6]([O:8][CH2:9][CH3:10])=[O:7])=O.[NH:11]1[CH2:16][CH2:15][CH2:14][CH2:13][CH2:12]1.C(O[BH-](OC(=O)C)OC(=O)C)(=O)C.[Na+], predict the reaction product. (4) Given the reactants C[O:2][C:3]1[C:8]2[NH:9][C:10]([C:12]3[S:13][CH:14]=[CH:15][CH:16]=3)=[N:11][C:7]=2[C:6]([C:17]([OH:19])=[O:18])=[CH:5][CH:4]=1.B(Br)(Br)Br, predict the reaction product. The product is: [OH:2][C:3]1[C:8]2[NH:9][C:10]([C:12]3[S:13][CH:14]=[CH:15][CH:16]=3)=[N:11][C:7]=2[C:6]([C:17]([OH:19])=[O:18])=[CH:5][CH:4]=1. (5) The product is: [Br:1][C:2]1[N:3]=[CH:4][C:5]([NH2:10])=[C:6]([NH:8][CH3:9])[CH:7]=1. Given the reactants [Br:1][C:2]1[CH:7]=[C:6]([NH:8][CH3:9])[C:5]([N+:10]([O-])=O)=[CH:4][N:3]=1, predict the reaction product. (6) Given the reactants Cl[CH2:2][CH2:3][O:4][C:5]1[CH:10]=[CH:9][C:8](/[C:11](/[C:21]2[CH:26]=[CH:25][C:24]([OH:27])=[CH:23][CH:22]=2)=[C:12](/[C:15]2[CH:19]=[C:18]([Cl:20])[S:17][CH:16]=2)\[CH2:13][CH3:14])=[CH:7][CH:6]=1.[CH3:28][NH2:29], predict the reaction product. The product is: [Cl:20][C:18]1[S:17][CH:16]=[C:15](/[C:12](/[CH2:13][CH3:14])=[C:11](\[C:21]2[CH:26]=[CH:25][C:24]([OH:27])=[CH:23][CH:22]=2)/[C:8]2[CH:9]=[CH:10][C:5]([O:4][CH2:3][CH2:2][NH:29][CH3:28])=[CH:6][CH:7]=2)[CH:19]=1. (7) Given the reactants [C:1]12([CH2:11][C:12](O)=[O:13])[CH2:10][CH:5]3[CH2:6][CH:7]([CH2:9][CH:3]([CH2:4]3)[CH2:2]1)[CH2:8]2.C1C=CC2N(O)N=NC=2C=1.CCN=C=NCCCN(C)C.[Cl:36][C:37]1[CH:46]=[CH:45][C:44]2[C:39](=[CH:40][CH:41]=[CH:42][C:43]=2[NH2:47])[N:38]=1.C(N(CC)CC)C, predict the reaction product. The product is: [Cl:36][C:37]1[CH:46]=[CH:45][C:44]2[C:39](=[CH:40][CH:41]=[CH:42][C:43]=2[NH:47][C:12](=[O:13])[CH2:11][C:1]23[CH2:10][CH:5]4[CH2:4][CH:3]([CH2:9][CH:7]([CH2:6]4)[CH2:8]2)[CH2:2]3)[N:38]=1. (8) Given the reactants [OH-].[Li+].[C:3]([C:5]1[CH:6]=[C:7]([NH:12][C:13]2[N:22]=[CH:21][CH:20]=[CH:19][C:14]=2[C:15]([O:17]C)=[O:16])[CH:8]=[C:9]([F:11])[CH:10]=1)#[N:4], predict the reaction product. The product is: [C:3]([C:5]1[CH:6]=[C:7]([NH:12][C:13]2[N:22]=[CH:21][CH:20]=[CH:19][C:14]=2[C:15]([OH:17])=[O:16])[CH:8]=[C:9]([F:11])[CH:10]=1)#[N:4].